Dataset: Full USPTO retrosynthesis dataset with 1.9M reactions from patents (1976-2016). Task: Predict the reactants needed to synthesize the given product. (1) Given the product [CH2:1]([C:3]1[CH:8]=[C:7]([CH3:9])[CH:6]=[C:5]([CH2:10][CH3:11])[C:4]=1[C:12](=[O:21])[C:13]([N:15]([CH3:22])[N:16]=[CH:17][CH:18]([CH3:19])[CH3:20])=[O:14])[CH3:2].[CH2:1]([C:3]1[CH:8]=[C:7]([CH3:9])[CH:6]=[C:5]([CH2:10][CH3:11])[C:4]=1[C:12](=[O:21])[C:13](=[N:15][N:16]=[CH:17][CH:18]([CH3:19])[CH3:20])[O:14][CH3:26])[CH3:2], predict the reactants needed to synthesize it. The reactants are: [CH2:1]([C:3]1[CH:8]=[C:7]([CH3:9])[CH:6]=[C:5]([CH2:10][CH3:11])[C:4]=1[C:12](=[O:21])[C:13]([NH:15][N:16]=[CH:17][CH:18]([CH3:20])[CH3:19])=[O:14])[CH3:2].[CH3:22]C(C)=O.[C:26](=O)([O-])[O-].[K+].[K+].S(OC)(OC)(=O)=O. (2) Given the product [CH3:15][CH:16]([CH3:18])[CH2:17][C:2]1[CH:9]=[CH:8][C:5]([C:6]([NH2:7])=[O:23])=[CH:4][C:3]=1[C:10]([F:13])([F:12])[F:11], predict the reactants needed to synthesize it. The reactants are: Br[C:2]1[CH:9]=[CH:8][C:5]([C:6]#[N:7])=[CH:4][C:3]=1[C:10]([F:13])([F:12])[F:11].[Br-].[CH2:15]([Zn+])[CH:16]([CH3:18])[CH3:17].C1C[O:23]CC1.